Dataset: Reaction yield outcomes from USPTO patents with 853,638 reactions. Task: Predict the reaction yield, written as a fraction of the theoretical maximum amount of product (1.0 means a 100% yield; for example, 0.34 means a 34% yield). (1) The reactants are [CH3:1][S:2](Cl)(=[O:4])=[O:3].[NH2:6][C:7]1[CH:8]=[C:9]2[C:14](=[O:15])[NH:13][C:11](=[O:12])[C:10]2=[CH:16][CH:17]=1. The catalyst is N1C=CC=CC=1. The product is [CH3:1][S:2]([NH:6][C:7]1[CH:8]=[C:9]2[C:14](=[O:15])[NH:13][C:11](=[O:12])[C:10]2=[CH:16][CH:17]=1)(=[O:4])=[O:3]. The yield is 0.760. (2) The reactants are [C:1]1([CH3:7])[CH:6]=[CH:5]C=CC=1.[C:8]([OH:13])(=[O:12])[C:9]([CH3:11])=[O:10].C(O)CCC. The catalyst is O.C1(C)C=CC(S(O)(=O)=O)=CC=1.O. The product is [C:8]([O:13][CH2:5][CH2:6][CH2:1][CH3:7])(=[O:12])[C:9]([CH3:11])=[O:10]. The yield is 0.700. (3) The reactants are CCN(C(C)C)C(C)C.[C:10]1([C:16]2[CH:17]=[CH:18][C:19]([NH:22][C:23](=[O:28])[CH2:24][C:25]([OH:27])=O)=[N:20][CH:21]=2)[CH:15]=[CH:14][CH:13]=[CH:12][CH:11]=1.CCN=C=NCCCN(C)C.C1C=CC2N(O)N=NC=2C=1.Cl.[N:51]1([C:57]([C:59]2[CH:64]=[C:63]([F:65])[C:62]([F:66])=[C:61]([F:67])[CH:60]=2)=[O:58])[CH2:56][CH2:55][NH:54][CH2:53][CH2:52]1. The catalyst is CN(C=O)C.O. The product is [O:27]=[C:25]([N:54]1[CH2:55][CH2:56][N:51]([C:57](=[O:58])[C:59]2[CH:64]=[C:63]([F:65])[C:62]([F:66])=[C:61]([F:67])[CH:60]=2)[CH2:52][CH2:53]1)[CH2:24][C:23]([NH:22][C:19]1[CH:18]=[CH:17][C:16]([C:10]2[CH:11]=[CH:12][CH:13]=[CH:14][CH:15]=2)=[CH:21][N:20]=1)=[O:28]. The yield is 0.150. (4) The reactants are Cl[CH2:2][CH2:3][CH2:4][C:5]([O:7][CH2:8][CH3:9])=[O:6].[Cl:10][C:11]1[CH:30]=[CH:29][C:14]([NH:15][C:16]2[C:25]3[C:20](=[CH:21][C:22]([OH:28])=[C:23]([O:26][CH3:27])[CH:24]=3)[N:19]=[CH:18][N:17]=2)=[C:13]([F:31])[CH:12]=1.C(=O)([O-])[O-].[K+].[K+]. The catalyst is CN(C=O)C.C(Cl)Cl. The product is [Cl:10][C:11]1[CH:30]=[CH:29][C:14]([NH:15][C:16]2[C:25]3[C:20](=[CH:21][C:22]([O:28][CH2:2][CH2:3][CH2:4][C:5]([O:7][CH2:8][CH3:9])=[O:6])=[C:23]([O:26][CH3:27])[CH:24]=3)[N:19]=[CH:18][N:17]=2)=[C:13]([F:31])[CH:12]=1. The yield is 0.530. (5) The reactants are [CH2:1]([C:5]1[CH:10]=[CH:9][C:8]([S:11]([N:14]2[CH2:19][CH2:18][C:17](=[N:20][OH:21])[CH2:16][CH2:15]2)(=[O:13])=[O:12])=[CH:7][CH:6]=1)[CH2:2][CH2:3][CH3:4].[Cl:22][C:23]1[CH:24]=[C:25]([CH:28]=[CH:29][CH:30]=1)[CH2:26]Br. The catalyst is O1CCCC1.[H-].[Na+]. The product is [Cl:22][C:23]1[CH:24]=[C:25]([CH:28]=[CH:29][CH:30]=1)[CH2:26][O:21][N:20]=[C:17]1[CH2:18][CH2:19][N:14]([S:11]([C:8]2[CH:7]=[CH:6][C:5]([CH2:1][CH2:2][CH2:3][CH3:4])=[CH:10][CH:9]=2)(=[O:12])=[O:13])[CH2:15][CH2:16]1. The yield is 0.920. (6) The reactants are [CH3:1][C:2]1[CH:10]=[CH:9][CH:8]=[C:7]2[C:3]=1[CH2:4][C:5](=[O:11])[NH:6]2.[I:12]N1C(=O)CCC1=O. The catalyst is C(O)(=O)C.O. The product is [I:12][C:10]1[C:2]([CH3:1])=[C:3]2[C:7](=[CH:8][CH:9]=1)[NH:6][C:5](=[O:11])[CH2:4]2. The yield is 0.880.